This data is from Full USPTO retrosynthesis dataset with 1.9M reactions from patents (1976-2016). The task is: Predict the reactants needed to synthesize the given product. (1) Given the product [Cl:1][C:2]1[CH:3]=[CH:4][C:5]2[N:6]([N:8]=[C:9]([N:11]([C:12]3[CH:17]=[CH:16][C:15]([S:18]([CH3:21])(=[O:19])=[O:20])=[CH:14][C:13]=3[O:22][CH3:23])[C:27](=[O:28])[O:29][CH2:30][Cl:31])[N:10]=2)[CH:7]=1, predict the reactants needed to synthesize it. The reactants are: [Cl:1][C:2]1[CH:3]=[CH:4][C:5]2[N:6]([N:8]=[C:9]([NH:11][C:12]3[CH:17]=[CH:16][C:15]([S:18]([CH3:21])(=[O:20])=[O:19])=[CH:14][C:13]=3[O:22][CH3:23])[N:10]=2)[CH:7]=1.[H-].[Na+].Cl[C:27]([O:29][CH2:30][Cl:31])=[O:28].[Cl-].[Na+]. (2) The reactants are: Cl[C:2]1[N:10]=[C:9](Cl)[CH:8]=[CH:7][C:3]=1[C:4]([NH2:6])=[O:5].[F:12][C:13]1[CH:19]=[CH:18][C:16]([NH2:17])=[CH:15][C:14]=1[CH3:20].C(O[C:26](=[O:33])[NH:27][C@H:28]1[CH2:32][CH2:31][NH:30][CH2:29]1)(C)(C)C.[C:34](O)(=O)[CH:35]=C. Given the product [C:26]([NH:27][C@H:28]1[CH2:32][CH2:31][N:30]([C:9]2[CH:8]=[CH:7][C:3]([C:4]([NH2:6])=[O:5])=[C:2]([NH:17][C:16]3[CH:18]=[CH:19][C:13]([F:12])=[C:14]([CH3:20])[CH:15]=3)[N:10]=2)[CH2:29]1)(=[O:33])[CH:34]=[CH2:35], predict the reactants needed to synthesize it. (3) The reactants are: [CH3:1][O:2][CH2:3][CH2:4][O:5][C:6]1[C:7]([CH3:19])=[C:8]([CH:12]=[CH:13][C:14]=1[S:15]([CH3:18])(=[O:17])=[O:16])[C:9](O)=[O:10].S(Cl)([Cl:22])=O.CN(C=O)C. Given the product [CH3:1][O:2][CH2:3][CH2:4][O:5][C:6]1[C:7]([CH3:19])=[C:8]([CH:12]=[CH:13][C:14]=1[S:15]([CH3:18])(=[O:17])=[O:16])[C:9]([Cl:22])=[O:10], predict the reactants needed to synthesize it. (4) Given the product [C:6]([CH2:5][N:4]1[CH2:2][C:1](=[O:3])[N:4]([CH2:5][C:6]([OH:8])=[O:7])[CH2:9][C:10]1=[O:12])([OH:7])=[O:13], predict the reactants needed to synthesize it. The reactants are: [C:1]([N:4]([CH2:9][C:10]([OH:12])=O)[CH2:5][C:6]([OH:8])=[O:7])(=[O:3])[CH3:2].[OH2:13]. (5) Given the product [CH2:9]([C:10]1([CH2:11][CH3:12])[O:5][CH2:4][CH:3]([CH2:6][OH:7])[CH2:2][O:1]1)[CH3:8], predict the reactants needed to synthesize it. The reactants are: [OH:1][CH2:2][CH:3]([CH2:6][OH:7])[CH2:4][OH:5].[CH3:8][CH2:9][C:10](=O)[CH2:11][CH3:12]. (6) Given the product [CH2:1]([O:8][CH2:9][C@:10]1([OH:14])[C@@H:25]([OH:24])[C@H:21]([OH:22])[C@@H:17]([CH2:11][OH:12])[O:18][CH:19]1[OH:20])[C:2]1[CH:3]=[CH:4][CH:5]=[CH:6][CH:7]=1, predict the reactants needed to synthesize it. The reactants are: [CH2:1]([O:8][CH2:9][C@@:10]12[CH:19]([OH:20])[O:18][C@H:17]([C@H:21]3[CH2:25][O:24]C(C)(C)[O:22]3)[C@@H:11]1[O:12]C(C)(C)[O:14]2)[C:2]1[CH:7]=[CH:6][CH:5]=[CH:4][CH:3]=1.C(O)(C(F)(F)F)=O. (7) Given the product [C:39]([O:43][C:44](=[O:45])[NH:46][C@@H:47]([CH3:48])[C:49]([N:34]1[CH2:33][CH2:32][CH:31]([O:30][C:29]2[CH:37]=[CH:38][C:26]([F:25])=[CH:27][CH:28]=2)[CH2:36][CH2:35]1)=[O:50])([CH3:42])([CH3:40])[CH3:41], predict the reactants needed to synthesize it. The reactants are: Cl.C(N=C=NCCCN(C)C)C.O.ON1C2C=CC=CC=2N=N1.Cl.[F:25][C:26]1[CH:38]=[CH:37][C:29]([O:30][CH:31]2[CH2:36][CH2:35][NH:34][CH2:33][CH2:32]2)=[CH:28][CH:27]=1.[C:39]([O:43][C:44]([NH:46][C@H:47]([C:49](O)=[O:50])[CH3:48])=[O:45])([CH3:42])([CH3:41])[CH3:40].CN1CCOCC1.Cl.